Dataset: Catalyst prediction with 721,799 reactions and 888 catalyst types from USPTO. Task: Predict which catalyst facilitates the given reaction. Reactant: [Cl:1][C:2]1[CH:3]=[C:4]([C:10]([N:12]2[C:17]3[CH:18]=[CH:19][CH:20]=[CH:21][C:16]=3[O:15][CH2:14][CH2:13]2)=[O:11])[CH:5]=[C:6]([Cl:9])[C:7]=1[OH:8].C(N(CC)CC)C.[C:29](Cl)(=[O:31])[CH3:30]. Product: [C:29]([O:8][C:7]1[C:6]([Cl:9])=[CH:5][C:4]([C:10]([N:12]2[C:17]3[CH:18]=[CH:19][CH:20]=[CH:21][C:16]=3[O:15][CH2:14][CH2:13]2)=[O:11])=[CH:3][C:2]=1[Cl:1])(=[O:31])[CH3:30]. The catalyst class is: 22.